Dataset: Reaction yield outcomes from USPTO patents with 853,638 reactions. Task: Predict the reaction yield, written as a fraction of the theoretical maximum amount of product (1.0 means a 100% yield; for example, 0.34 means a 34% yield). (1) The product is [O:1]1[C:5]2[CH:6]=[CH:7][C:8]([C:10]3([C:13]([NH:15][C:16]4[CH:21]=[CH:20][C:19]([CH:22]([O:31][CH2:44][CH2:45][CH2:46][OH:47])[C:23]5[CH:28]=[CH:27][CH:26]=[CH:25][C:24]=5[O:29][CH3:30])=[CH:18][N:17]=4)=[O:14])[CH2:12][CH2:11]3)=[CH:9][C:4]=2[O:3][CH2:2]1. The reactants are [O:1]1[C:5]2[CH:6]=[CH:7][C:8]([C:10]3([C:13]([NH:15][C:16]4[CH:21]=[CH:20][C:19]([CH:22]([OH:31])[C:23]5[CH:28]=[CH:27][CH:26]=[CH:25][C:24]=5[O:29][CH3:30])=[CH:18][N:17]=4)=[O:14])[CH2:12][CH2:11]3)=[CH:9][C:4]=2[O:3][CH2:2]1.O.CC1C=CC(S(O)(=O)=O)=CC=1.[CH2:44](O)[CH2:45][CH2:46][OH:47]. The yield is 0.556. The catalyst is C1(C)C=CC=CC=1. (2) The reactants are [F:1][C:2]1[CH:7]=[CH:6][CH:5]=[CH:4][C:3]=1[CH:8]([OH:25])[CH2:9][O:10][C:11]1[CH:24]=[CH:23][C:14]([CH2:15][CH:16]2[S:20][C:19](=[O:21])[NH:18][C:17]2=[O:22])=[CH:13][CH:12]=1.CS(C)=O.O=P12OP3(OP(OP(O3)(O1)=O)(=O)O2)=O.C(N(CC)CC)C. The catalyst is C(Cl)Cl.O. The product is [F:1][C:2]1[CH:7]=[CH:6][CH:5]=[CH:4][C:3]=1[C:8](=[O:25])[CH2:9][O:10][C:11]1[CH:24]=[CH:23][C:14]([CH2:15][CH:16]2[S:20][C:19](=[O:21])[NH:18][C:17]2=[O:22])=[CH:13][CH:12]=1. The yield is 0.660. (3) The reactants are [CH2:1]=[C:2]1O[C:4](=[O:5])[CH2:3]1.[Cl:7][C:8]1[C:9]([OH:21])=[C:10]([CH2:15][CH2:16][C:17]([O:19][CH3:20])=[O:18])[CH:11]=[CH:12][C:13]=1[OH:14].CO. The catalyst is CS(O)(=O)=O. The product is [Cl:7][C:8]1[C:9]([OH:21])=[C:10]([CH2:15][CH2:16][C:17]([O:19][CH3:20])=[O:18])[CH:11]=[C:12]2[C:13]=1[O:14][C:4](=[O:5])[CH:3]=[C:2]2[CH3:1]. The yield is 0.640. (4) The reactants are [NH:1]1[C:5]2=[N+:6]([O-])[CH:7]=[CH:8][CH:9]=[C:4]2[CH:3]=[CH:2]1.[OH-].[Na+].O=P(Cl)(Cl)[Cl:15]. No catalyst specified. The product is [Cl:15][C:9]1[CH:8]=[CH:7][N:6]=[C:5]2[NH:1][CH:2]=[CH:3][C:4]=12. The yield is 0.770. (5) The reactants are [Si:1]([O:8][N:9]=[C:10]1[C:18]2[C:13](=[CH:14][C:15]([NH:19][C:20]3[C:28]4[C:23](=[CH:24][N:25]=[CH:26][CH:27]=4)[O:22][C:21]=3[C:29]3[N:34]=[CH:33][C:32]([CH:35]=O)=[CH:31][N:30]=3)=[CH:16][CH:17]=2)[CH2:12][CH2:11]1)([C:4]([CH3:7])([CH3:6])[CH3:5])([CH3:3])[CH3:2].[CH3:37][N:38]1[CH2:43][CH2:42][NH:41][CH2:40][CH2:39]1.[BH-](OC(C)=O)(OC(C)=O)OC(C)=O.[Na+]. The catalyst is ClCCl. The product is [Si:1]([O:8][N:9]=[C:10]1[C:18]2[C:13](=[CH:14][C:15]([NH:19][C:20]3[C:28]4[C:23](=[CH:24][N:25]=[CH:26][CH:27]=4)[O:22][C:21]=3[C:29]3[N:30]=[CH:31][C:32]([CH2:35][N:41]4[CH2:42][CH2:43][N:38]([CH3:37])[CH2:39][CH2:40]4)=[CH:33][N:34]=3)=[CH:16][CH:17]=2)[CH2:12][CH2:11]1)([C:4]([CH3:7])([CH3:6])[CH3:5])([CH3:3])[CH3:2]. The yield is 0.980. (6) The reactants are [F:1][C:2]1[CH:24]=[C:23]([F:25])[CH:22]=[CH:21][C:3]=1[O:4][C:5]1[CH:6]=[C:7]2[C:11](=[CH:12][C:13]=1[C:14](O)=[O:15])[N:10]([CH2:17][CH:18]([CH3:20])[CH3:19])[N:9]=[CH:8]2.Cl.Cl.[CH3:28][O:29][C:30](=[O:41])[C@@H:31]([NH2:40])[CH2:32][CH2:33][N:34]([CH2:36][CH2:37][O:38][CH3:39])[CH3:35].CCN=C=NCCCN(C)C.C1C=CC2N(O)N=NC=2C=1.C(N(CC)CC)C. The product is [CH3:28][O:29][C:30](=[O:41])[C@@H:31]([NH:40][C:14]([C:13]1[CH:12]=[C:11]2[C:7]([CH:8]=[N:9][N:10]2[CH2:17][CH:18]([CH3:20])[CH3:19])=[CH:6][C:5]=1[O:4][C:3]1[CH:21]=[CH:22][C:23]([F:25])=[CH:24][C:2]=1[F:1])=[O:15])[CH2:32][CH2:33][N:34]([CH2:36][CH2:37][O:38][CH3:39])[CH3:35]. The yield is 0.690. The catalyst is ClC(Cl)C. (7) The reactants are [F:1][C:2]1[CH:3]=[CH:4][C:5]([N+:15]([O-])=O)=[C:6]([CH:14]=1)[CH2:7][N:8]1[CH2:13][CH2:12][O:11][CH2:10][CH2:9]1.C(O)C.O.NN. The catalyst is C1COCC1.[Ni]. The product is [F:1][C:2]1[CH:3]=[CH:4][C:5]([NH2:15])=[C:6]([CH2:7][N:8]2[CH2:13][CH2:12][O:11][CH2:10][CH2:9]2)[CH:14]=1. The yield is 0.990. (8) The reactants are [CH2:1]([C:8]1[C:12](=[O:13])[N:11]([C:14]2[N:19]=[CH:18][C:17]([S:20]([NH:23][C@@H:24]3[CH2:28][CH2:27][C@H:26]([CH2:29][O:30]CC4C=CC=CC=4)[CH2:25]3)(=[O:22])=[O:21])=[CH:16][CH:15]=2)[NH:10][CH:9]=1)[C:2]1[CH:7]=[CH:6][CH:5]=[CH:4][CH:3]=1.B(Br)(Br)Br.[CH3:42]O. The catalyst is C(Cl)Cl. The product is [CH2:1]([C:8]1[C:12](=[O:13])[N:11]([C:14]2[N:19]=[CH:18][C:17]([S:20]([N:23]([C@@H:24]3[CH2:28][CH2:27][C@H:26]([CH2:29][OH:30])[CH2:25]3)[CH3:42])(=[O:22])=[O:21])=[CH:16][CH:15]=2)[NH:10][CH:9]=1)[C:2]1[CH:3]=[CH:4][CH:5]=[CH:6][CH:7]=1. The yield is 0.500.